This data is from Reaction yield outcomes from USPTO patents with 853,638 reactions. The task is: Predict the reaction yield, written as a fraction of the theoretical maximum amount of product (1.0 means a 100% yield; for example, 0.34 means a 34% yield). (1) The reactants are [NH:1]1[CH2:6][CH2:5][CH2:4][CH:3]([CH2:7][N:8]2[C:13]3[CH:14]=[CH:15][NH:16][C:12]=3[C:11](=[O:17])[NH:10][C:9]2=[S:18])[CH2:2]1.[CH:19](O)=O.[BH3-]C#N.[Na+]. The catalyst is CO. The yield is 0.220. The product is [CH3:19][N:1]1[CH2:6][CH2:5][CH2:4][CH:3]([CH2:7][N:8]2[C:13]3[CH:14]=[CH:15][NH:16][C:12]=3[C:11](=[O:17])[NH:10][C:9]2=[S:18])[CH2:2]1. (2) The yield is 0.497. The catalyst is C(OCC)(=O)C.O. The reactants are [CH3:1][CH:2]([N:4]1[C:12](/[CH:13]=[CH:14]/[C@H:15]([OH:24])[CH2:16][C@H:17]([OH:23])[CH2:18][C:19]([O:21]C)=[O:20])=[C:11]([C:25]2[CH:30]=[CH:29][C:28]([F:31])=[CH:27][CH:26]=2)[C:10]2[C:5]1=[CH:6][CH:7]=[CH:8][CH:9]=2)[CH3:3].[OH-].[Na+:33]. The product is [CH3:3][CH:2]([N:4]1[C:12](/[CH:13]=[CH:14]/[CH:15]([OH:24])[CH2:16][CH:17]([OH:23])[CH2:18][C:19]([O-:21])=[O:20])=[C:11]([C:25]2[CH:26]=[CH:27][C:28]([F:31])=[CH:29][CH:30]=2)[C:10]2[CH:9]=[CH:8][CH:7]=[CH:6][C:5]1=2)[CH3:1].[Na+:33]. (3) The catalyst is C(Cl)(Cl)Cl. The product is [Br:1][C:2]1[C:11]2[C:6](=[CH:7][CH:8]=[CH:9][CH:10]=2)[CH:5]=[N+:4]([O-:20])[CH:3]=1. The yield is 0.940. The reactants are [Br:1][C:2]1[C:11]2[C:6](=[CH:7][CH:8]=[CH:9][CH:10]=2)[CH:5]=[N:4][CH:3]=1.C1C=C(Cl)C=C(C(OO)=[O:20])C=1. (4) The product is [F:13][CH:2]([F:1])[O:3][C:4]1[C:5]([NH2:10])=[N:6][CH:7]=[CH:8][CH:9]=1. The reactants are [F:1][CH:2]([F:13])[O:3][C:4]1[C:5]([N+:10]([O-])=O)=[N:6][CH:7]=[CH:8][CH:9]=1. The catalyst is C(O)C.C(O)(=O)C. The yield is 0.660. (5) The reactants are [I:1][C:2]1[CH:3]=[N:4][N:5]([CH3:9])[C:6]=1[C:7]#[N:8].[N-:10]=[N+:11]=[N-:12].[Na+].[Cl-].[NH4+].N([O-])=O.[Na+].OS(O)(=O)=O. The catalyst is O.CN(C=O)C. The product is [I:1][C:2]1[CH:3]=[N:4][N:5]([CH3:9])[C:6]=1[C:7]1[N:10]=[N:11][NH:12][N:8]=1. The yield is 0.900. (6) The reactants are [CH2:1]([S:3][CH2:4][CH2:5][O:6][C:7]1[CH:12]=[C:11]([CH3:13])[C:10]([C:14]2[CH:19]=[CH:18][CH:17]=[C:16]([CH2:20][O:21][C:22]3[CH:34]=[CH:33][C:25]4[C@H:26]([CH2:29][C:30]([OH:32])=[O:31])[CH2:27][O:28][C:24]=4[CH:23]=3)[CH:15]=2)=[C:9]([CH3:35])[CH:8]=1)[CH3:2].S(O[O-])([O-])(=O)=[O:37].[K+].[K+].[OH2:44]. The catalyst is CO. The product is [CH2:1]([S:3]([CH2:4][CH2:5][O:6][C:7]1[CH:8]=[C:9]([CH3:35])[C:10]([C:14]2[CH:19]=[CH:18][CH:17]=[C:16]([CH2:20][O:21][C:22]3[CH:34]=[CH:33][C:25]4[C@H:26]([CH2:29][C:30]([OH:32])=[O:31])[CH2:27][O:28][C:24]=4[CH:23]=3)[CH:15]=2)=[C:11]([CH3:13])[CH:12]=1)(=[O:37])=[O:44])[CH3:2]. The yield is 0.730. (7) The reactants are [NH2:1][C@@H:2]([C:13]([OH:15])=[O:14])[CH2:3][C:4]1[C:12]2[C:7](=[CH:8][CH:9]=[CH:10][CH:11]=2)[NH:6][CH:5]=1.O=S(Cl)[Cl:18].[CH3:20]O. No catalyst specified. The product is [ClH:18].[CH3:20][O:14][C:13](=[O:15])[C@@H:2]([CH2:3][C:4]1[C:12]2[C:7](=[CH:8][CH:9]=[CH:10][CH:11]=2)[NH:6][CH:5]=1)[NH2:1]. The yield is 0.924. (8) The reactants are Br[CH2:2][CH2:3][NH:4][C:5](=[O:14])[O:6][CH2:7][C:8]1[CH:13]=[CH:12][CH:11]=[CH:10][CH:9]=1.[NH:15]1[CH2:20][CH2:19][CH:18]([NH:21][C:22](=[O:28])[O:23][C:24]([CH3:27])([CH3:26])[CH3:25])[CH2:17][CH2:16]1.C(=O)([O-])[O-].[K+].[K+].C(#N)C. The catalyst is CN(C=O)C. The product is [C:8]1([CH2:7][O:6][C:5]([NH:4][CH2:3][CH2:2][N:15]2[CH2:16][CH2:17][CH:18]([NH:21][C:22](=[O:28])[O:23][C:24]([CH3:26])([CH3:25])[CH3:27])[CH2:19][CH2:20]2)=[O:14])[CH:13]=[CH:12][CH:11]=[CH:10][CH:9]=1. The yield is 0.930. (9) The reactants are [S:1](=[O:45])(=[O:44])([O:3][CH2:4][C@H:5]1[CH2:9][C@@H:8]([NH:10][C:11]2[C:16]([C:17]([C:19]3[S:20][C:21]([CH2:25][C:26]4[CH:31]=[CH:30][CH:29]=[C:28]([Cl:32])[CH:27]=4)=[CH:22][C:23]=3[CH3:24])=[O:18])=[CH:15][N:14]=[CH:13][N:12]=2)[CH2:7][C@@H:6]1[O:33][Si](C(C)C)(C(C)C)C(C)C)[NH2:2].C(O)(C(F)(F)F)=O.O. No catalyst specified. The product is [S:1](=[O:44])(=[O:45])([O:3][CH2:4][C@H:5]1[CH2:9][C@@H:8]([NH:10][C:11]2[C:16]([C:17]([C:19]3[S:20][C:21]([CH2:25][C:26]4[CH:31]=[CH:30][CH:29]=[C:28]([Cl:32])[CH:27]=4)=[CH:22][C:23]=3[CH3:24])=[O:18])=[CH:15][N:14]=[CH:13][N:12]=2)[CH2:7][C@@H:6]1[OH:33])[NH2:2]. The yield is 0.760.